The task is: Predict the reactants needed to synthesize the given product.. This data is from Full USPTO retrosynthesis dataset with 1.9M reactions from patents (1976-2016). (1) Given the product [CH3:23][C:17]1[CH:18]=[C:19]([CH3:22])[CH:20]=[CH:21][C:16]=1[N:13]1[CH2:14][CH2:15][N:10]([C:8]([C:5]2[CH:4]=[CH:3][C:2]([N:31]3[C@H:30]([C:24]4[CH:29]=[CH:28][CH:27]=[CH:26][CH:25]=4)[CH2:34][O:33][C:32]3=[O:35])=[N:7][CH:6]=2)=[O:9])[CH2:11][CH2:12]1, predict the reactants needed to synthesize it. The reactants are: Br[C:2]1[N:7]=[CH:6][C:5]([C:8]([N:10]2[CH2:15][CH2:14][N:13]([C:16]3[CH:21]=[CH:20][C:19]([CH3:22])=[CH:18][C:17]=3[CH3:23])[CH2:12][CH2:11]2)=[O:9])=[CH:4][CH:3]=1.[C:24]1([C@@H:30]2[CH2:34][O:33][C:32](=[O:35])[NH:31]2)[CH:29]=[CH:28][CH:27]=[CH:26][CH:25]=1. (2) Given the product [Cl:1][C:2]1[N:3]([CH2:10][C@@:11]([CH3:14])([OH:12])[CH2:13][N:28]2[CH2:27][CH2:26][CH:25]([O:24][CH2:23][CH2:22][C:19]3[CH:18]=[CH:17][C:16]([Cl:15])=[CH:21][CH:20]=3)[CH2:30][CH2:29]2)[CH:4]=[C:5]([N+:7]([O-:9])=[O:8])[N:6]=1, predict the reactants needed to synthesize it. The reactants are: [Cl:1][C:2]1[N:3]([CH2:10][C@:11]2([CH3:14])[CH2:13][O:12]2)[CH:4]=[C:5]([N+:7]([O-:9])=[O:8])[N:6]=1.[Cl:15][C:16]1[CH:21]=[CH:20][C:19]([CH2:22][CH2:23][O:24][CH:25]2[CH2:30][CH2:29][NH:28][CH2:27][CH2:26]2)=[CH:18][CH:17]=1.